Dataset: Forward reaction prediction with 1.9M reactions from USPTO patents (1976-2016). Task: Predict the product of the given reaction. (1) The product is: [CH2:16]([C:7]1[CH:6]([C:4]([O:3][CH2:1][CH3:2])=[O:5])[CH2:10][C:9](=[O:11])[CH:8]=1)[CH3:17]. Given the reactants [CH2:1]([O:3][C:4]([C:6]1[CH2:10][C:9]([O-:11])=[C:8](C(OC)=O)[C:7]=1[CH2:16][CH3:17])=[O:5])[CH3:2].[Na+].[Cl-].[K+].CC(O)=O.C([O-])(O)=O.[Na+], predict the reaction product. (2) Given the reactants [OH:1][CH2:2][CH2:3][N:4]1[CH2:9][CH2:8][O:7][CH2:6][CH2:5]1.C(C1C(O)=C(C(C)(C)C)C=C(C)C=1)(C)(C)C.[H-].[Na+].Br[C:29]1[CH:30]=[C:31]([CH:52]=[CH:53][N:54]=1)[C:32]([NH:34][C:35]1[S:36][C:37]2[C:43]([CH:44]3[CH2:49][O:48][CH2:47][CH2:46][O:45]3)=[CH:42][CH:41]=[C:40]([O:50][CH3:51])[C:38]=2[N:39]=1)=[O:33], predict the reaction product. The product is: [O:45]1[CH2:46][CH2:47][O:48][CH2:49][CH:44]1[C:43]1[C:37]2[S:36][C:35]([NH:34][C:32](=[O:33])[C:31]3[CH:52]=[CH:53][N:54]=[C:29]([O:1][CH2:2][CH2:3][N:4]4[CH2:9][CH2:8][O:7][CH2:6][CH2:5]4)[CH:30]=3)=[N:39][C:38]=2[C:40]([O:50][CH3:51])=[CH:41][CH:42]=1. (3) Given the reactants Cl[C:2]1[N:11]=[C:10]([N:12]([C:14]2[CH:19]=[CH:18][C:17]([O:20][CH3:21])=[CH:16][CH:15]=2)[CH3:13])[C:9]2[C:4](=[CH:5][CH:6]=[CH:7][CH:8]=2)[N:3]=1.[CH3:22][NH2:23].C1COCC1, predict the reaction product. The product is: [CH3:22][NH:23][C:2]1[N:11]=[C:10]([N:12]([C:14]2[CH:19]=[CH:18][C:17]([O:20][CH3:21])=[CH:16][CH:15]=2)[CH3:13])[C:9]2[C:4](=[CH:5][CH:6]=[CH:7][CH:8]=2)[N:3]=1.